From a dataset of Catalyst prediction with 721,799 reactions and 888 catalyst types from USPTO. Predict which catalyst facilitates the given reaction. (1) Reactant: Br[CH2:2][C:3]1[CH:4]=[C:5]([CH:8]=[CH:9][CH:10]=1)[C:6]#[N:7].[CH2:11]([NH2:13])[CH3:12]. Product: [CH2:11]([NH:13][CH2:2][C:3]1[CH:4]=[C:5]([CH:8]=[CH:9][CH:10]=1)[C:6]#[N:7])[CH3:12]. The catalyst class is: 1. (2) Reactant: Cl[C:2]1[CH:7]=[CH:6][C:5]([F:8])=[CH:4][C:3]=1[N+:9]([O-])=O.O.O.O.O.O.O.O.O.O.[S-2:21].[Na+].[Na+]. Product: [NH2:9][C:3]1[CH:4]=[C:5]([F:8])[CH:6]=[CH:7][C:2]=1[SH:21]. The catalyst class is: 6. (3) Reactant: [BH4-].[Na+].[Si:3]([O:10][C:11]1[CH:16]=[C:15]([O:17][Si:18]([C:21]([CH3:24])([CH3:23])[CH3:22])([CH3:20])[CH3:19])[CH:14]=[CH:13][C:12]=1[CH:25]1[CH2:30][CH2:29][C:28](=[O:31])[CH2:27][CH2:26]1)([C:6]([CH3:9])([CH3:8])[CH3:7])([CH3:5])[CH3:4]. Product: [Si:3]([O:10][C:11]1[CH:16]=[C:15]([O:17][Si:18]([C:21]([CH3:22])([CH3:23])[CH3:24])([CH3:20])[CH3:19])[CH:14]=[CH:13][C:12]=1[C@@H:25]1[CH2:26][CH2:27][C@H:28]([OH:31])[CH2:29][CH2:30]1)([C:6]([CH3:7])([CH3:8])[CH3:9])([CH3:5])[CH3:4].[Si:3]([O:10][C:11]1[CH:16]=[C:15]([O:17][Si:18]([C:21]([CH3:22])([CH3:23])[CH3:24])([CH3:20])[CH3:19])[CH:14]=[CH:13][C:12]=1[C@H:25]1[CH2:26][CH2:27][C@H:28]([OH:31])[CH2:29][CH2:30]1)([C:6]([CH3:7])([CH3:8])[CH3:9])([CH3:5])[CH3:4]. The catalyst class is: 8. (4) Reactant: [CH3:1][C:2]([O:5][C:6]([NH:8][CH2:9][CH:10]([C:14]1[CH:19]=[CH:18][CH:17]=[CH:16][CH:15]=1)[C:11]([OH:13])=O)=[O:7])([CH3:4])[CH3:3].[Cl:20][C:21]1[C:25]([C:26]2[N:30]([CH3:31])[N:29]=[CH:28][CH:27]=2)=[C:24]([Cl:32])[S:23][C:22]=1[NH2:33].CCN(C(C)C)C(C)C.F[P-](F)(F)(F)(F)F.Br[P+](N1CCCC1)(N1CCCC1)N1CCCC1. Product: [Cl:20][C:21]1[C:25]([C:26]2[N:30]([CH3:31])[N:29]=[CH:28][CH:27]=2)=[C:24]([Cl:32])[S:23][C:22]=1[NH:33][C:11](=[O:13])[CH:10]([C:14]1[CH:19]=[CH:18][CH:17]=[CH:16][CH:15]=1)[CH2:9][NH:8][C:6](=[O:7])[O:5][C:2]([CH3:1])([CH3:3])[CH3:4]. The catalyst class is: 4. (5) Reactant: Cl[C:2]1[N:7]=[C:6]([C:8]2[C:16]3[C:11](=[CH:12][CH:13]=[CH:14][CH:15]=3)[N:10]([CH3:17])[CH:9]=2)[CH:5]=[CH:4][N:3]=1.[F:18][C:19]1[C:25]([N+:26]([O-:28])=[O:27])=[CH:24][C:22]([NH2:23])=[C:21]([O:29][CH3:30])[CH:20]=1.O.C1(C)C=CC(S(O)(=O)=O)=CC=1.N.O. Product: [F:18][C:19]1[C:25]([N+:26]([O-:28])=[O:27])=[CH:24][C:22]([NH:23][C:2]2[N:7]=[C:6]([C:8]3[C:16]4[C:11](=[CH:12][CH:13]=[CH:14][CH:15]=4)[N:10]([CH3:17])[CH:9]=3)[CH:5]=[CH:4][N:3]=2)=[C:21]([O:29][CH3:30])[CH:20]=1. The catalyst class is: 12. (6) Reactant: [F:1][C:2]1[CH:3]=[C:4]([N:9]2[C:14](=[O:15])[C:13]([CH2:16][CH2:17][CH:18]([CH3:20])[CH3:19])=[C:12]([C:21]3[CH:26]=[CH:25][C:24]([S:27](C)(=[O:29])=[O:28])=[CH:23][CH:22]=3)[CH:11]=[N:10]2)[CH:5]=[CH:6][C:7]=1[F:8].[NH3:31]. Product: [F:1][C:2]1[CH:3]=[C:4]([N:9]2[C:14](=[O:15])[C:13]([CH2:16][CH2:17][CH:18]([CH3:20])[CH3:19])=[C:12]([C:21]3[CH:26]=[CH:25][C:24]([S:27]([NH2:31])(=[O:29])=[O:28])=[CH:23][CH:22]=3)[CH:11]=[N:10]2)[CH:5]=[CH:6][C:7]=1[F:8]. The catalyst class is: 6. (7) Reactant: [CH:1]1[C:10]2[C:5](=[CH:6][CH:7]=[CH:8][CH:9]=2)[CH:4]=[CH:3][C:2]=1[CH2:11][CH2:12][O:13][CH2:14][CH2:15][C:16]([O:18]C(C)(C)C)=[O:17].FC(F)(F)C(O)=O. Product: [CH:1]1[C:10]2[C:5](=[CH:6][CH:7]=[CH:8][CH:9]=2)[CH:4]=[CH:3][C:2]=1[CH2:11][CH2:12][O:13][CH2:14][CH2:15][C:16]([OH:18])=[O:17]. The catalyst class is: 2.